This data is from Reaction yield outcomes from USPTO patents with 853,638 reactions. The task is: Predict the reaction yield, written as a fraction of the theoretical maximum amount of product (1.0 means a 100% yield; for example, 0.34 means a 34% yield). (1) The catalyst is Cl. The reactants are [C:1]1([C:22]2[CH:27]=[CH:26][CH:25]=[CH:24][CH:23]=2)[CH:6]=[CH:5][C:4]([C:7]2[N:8]=[C:9]([CH2:12][CH2:13][NH:14]C(=O)OC(C)(C)C)[NH:10][CH:11]=2)=[CH:3][CH:2]=1.C(OCC)(=O)C. The product is [C:1]1([C:22]2[CH:23]=[CH:24][CH:25]=[CH:26][CH:27]=2)[CH:6]=[CH:5][C:4]([C:7]2[N:8]=[C:9]([CH2:12][CH2:13][NH2:14])[NH:10][CH:11]=2)=[CH:3][CH:2]=1. The yield is 0.890. (2) The reactants are [F:1][C:2]1[CH:3]=[C:4]2[C:8](=[CH:9][CH:10]=1)[NH:7][C:6](=[O:11])[CH2:5]2.C[Si]([N-][Si](C)(C)C)(C)C.[Li+].[Cl:22][C:23]1[N:28]=[CH:27][C:26]2[C:29](=O)[O:30][CH:31]([CH2:32][CH3:33])[C:25]=2[C:24]=1[Cl:35].Cl. The catalyst is C1COCC1. The product is [Cl:22][C:23]1[N:28]=[CH:27][C:26]2[C:29](=[C:5]3[C:4]4[C:8](=[CH:9][CH:10]=[C:2]([F:1])[CH:3]=4)[NH:7][C:6]3=[O:11])[O:30][CH:31]([CH2:32][CH3:33])[C:25]=2[C:24]=1[Cl:35]. The yield is 0.350. (3) The reactants are [F:1][C:2]1[C:7]([F:8])=[C:6]([N:9]2[CH2:14][CH2:13][O:12][CH2:11][CH2:10]2)[CH:5]=[CH:4][C:3]=1[N:15]1[CH:20]=[C:19]([O:21][CH3:22])[C:18](=[O:23])[C:17]([C:24](O)=[O:25])=[N:16]1.Cl.[CH3:28][NH:29][O:30][CH3:31].C1C=CC2N(O)N=NC=2C=1.C(N(CC)CC)C.CCN=C=NCCCN(C)C. The catalyst is CN(C=O)C.CCOC(C)=O. The product is [F:1][C:2]1[C:7]([F:8])=[C:6]([N:9]2[CH2:10][CH2:11][O:12][CH2:13][CH2:14]2)[CH:5]=[CH:4][C:3]=1[N:15]1[CH:20]=[C:19]([O:21][CH3:22])[C:18](=[O:23])[C:17]([C:24]([N:29]([O:30][CH3:31])[CH3:28])=[O:25])=[N:16]1. The yield is 0.770. (4) The reactants are [Cl:1][C:2]1[CH:7]=[CH:6][N:5]=[C:4]2[NH:8][CH:9]=[CH:10][C:3]=12.[H-].[Na+].[CH:13]([Si:16](Cl)([CH:20]([CH3:22])[CH3:21])[CH:17]([CH3:19])[CH3:18])([CH3:15])[CH3:14].O. The catalyst is CN(C)C=O.O1CCCC1. The product is [Cl:1][C:2]1[CH:7]=[CH:6][N:5]=[C:4]2[N:8]([Si:16]([CH:20]([CH3:22])[CH3:21])([CH:17]([CH3:19])[CH3:18])[CH:13]([CH3:15])[CH3:14])[CH:9]=[CH:10][C:3]=12. The yield is 0.990. (5) The reactants are [Br:1][C:2]1[CH:10]=[C:9]2[C:5]([C:6]([CH:11]=[O:12])=[CH:7][NH:8]2)=[CH:4][CH:3]=1.[H-].[Na+].[CH3:15][O:16][C:17]1[CH:22]=[CH:21][C:20]([S:23](Cl)(=[O:25])=[O:24])=[CH:19][C:18]=1[CH:27]1[CH2:32][CH2:31][N:30]([C:33](=[O:38])[C:34]([Cl:37])([Cl:36])[Cl:35])[CH2:29][CH2:28]1. The catalyst is C1COCC1. The product is [Br:1][C:2]1[CH:10]=[C:9]2[C:5]([C:6]([CH:11]=[O:12])=[CH:7][N:8]2[S:23]([C:20]2[CH:21]=[CH:22][C:17]([O:16][CH3:15])=[C:18]([CH:27]3[CH2:28][CH2:29][N:30]([C:33](=[O:38])[C:34]([Cl:37])([Cl:35])[Cl:36])[CH2:31][CH2:32]3)[CH:19]=2)(=[O:25])=[O:24])=[CH:4][CH:3]=1. The yield is 0.946.